From a dataset of Catalyst prediction with 721,799 reactions and 888 catalyst types from USPTO. Predict which catalyst facilitates the given reaction. (1) Reactant: B([C:4]1[CH:12]=[CH:11][C:7]([C:8]([OH:10])=[O:9])=[C:6]([CH3:13])[CH:5]=1)(O)O.C([O-])([O-])=O.[K+].[K+].Br[C:21]1[N:22]=[CH:23][C:24]2[N:25]([C:27]([C:30]3[CH:37]=[CH:36][C:33]([C:34]#[N:35])=[CH:32][CH:31]=3)=[CH:28][N:29]=2)[CH:26]=1. Product: [C:34]([C:33]1[CH:36]=[CH:37][C:30]([C:27]2[N:25]3[CH:26]=[C:21]([C:4]4[CH:12]=[CH:11][C:7]([C:8]([OH:10])=[O:9])=[C:6]([CH3:13])[CH:5]=4)[N:22]=[CH:23][C:24]3=[N:29][CH:28]=2)=[CH:31][CH:32]=1)#[N:35]. The catalyst class is: 710. (2) Reactant: [CH2:1]([O:3][C:4]1[CH:9]=[C:8]([CH2:10][N:11]2[CH2:14][C:13]3([CH2:18][C:17]([N:19]4[CH2:24][CH2:23][C:22]([CH3:30])([C:25]([O:27]CC)=[O:26])[CH2:21][CH2:20]4)=[N:16][O:15]3)[CH2:12]2)[CH:7]=[C:6]([CH3:31])[C:5]=1[C:32]1[CH:37]=[CH:36][C:35]([F:38])=[CH:34][CH:33]=1)[CH3:2].[OH-].[Na+].C(O)C.Cl. Product: [CH2:1]([O:3][C:4]1[CH:9]=[C:8]([CH2:10][N:11]2[CH2:14][C:13]3([CH2:18][C:17]([N:19]4[CH2:20][CH2:21][C:22]([CH3:30])([C:25]([OH:27])=[O:26])[CH2:23][CH2:24]4)=[N:16][O:15]3)[CH2:12]2)[CH:7]=[C:6]([CH3:31])[C:5]=1[C:32]1[CH:37]=[CH:36][C:35]([F:38])=[CH:34][CH:33]=1)[CH3:2]. The catalyst class is: 90. (3) Reactant: [Cl:1][C:2]1[CH:3]=[CH:4][C:5]([N:18]2[CH:22]=[CH:21][CH:20]=[CH:19]2)=[C:6]([CH:8]([C:10]2[CH:15]=[CH:14][CH:13]=[C:12]([Cl:16])[C:11]=2[Cl:17])[OH:9])[CH:7]=1.P(Cl)(Cl)(Cl)=O.CN(C)[CH:30]=[O:31].C([O-])(=O)C.[Na+]. Product: [Cl:1][C:2]1[CH:3]=[CH:4][C:5]([N:18]2[CH:22]=[CH:21][CH:20]=[C:19]2[CH:30]=[O:31])=[C:6]([C:8](=[O:9])[C:10]2[CH:15]=[CH:14][CH:13]=[C:12]([Cl:16])[C:11]=2[Cl:17])[CH:7]=1. The catalyst class is: 327.